Dataset: Reaction yield outcomes from USPTO patents with 853,638 reactions. Task: Predict the reaction yield, written as a fraction of the theoretical maximum amount of product (1.0 means a 100% yield; for example, 0.34 means a 34% yield). (1) The reactants are [Br:1][C:2]1[C:3]([C:19]#[N:20])=[C:4]([CH:16]=[CH:17][CH:18]=1)[O:5][C:6]1[CH:14]=[CH:13][C:9]([C:10]([OH:12])=[O:11])=[CH:8][C:7]=1[Cl:15].S(Cl)(Cl)=O.O.[CH3:26]O. No catalyst specified. The product is [Br:1][C:2]1[C:3]([C:19]#[N:20])=[C:4]([CH:16]=[CH:17][CH:18]=1)[O:5][C:6]1[CH:14]=[CH:13][C:9]([C:10]([O:12][CH3:26])=[O:11])=[CH:8][C:7]=1[Cl:15]. The yield is 0.610. (2) The reactants are [I-:1].[NH:2]1[C:10]2[C:5](=[CH:6][CH:7]=[CH:8][CH:9]=2)[C:4]([CH2:11][N+](C)(C)C)=[N:3]1.[C:16]1([P:22]([C:29]2[CH:34]=[CH:33][CH:32]=[CH:31][CH:30]=2)[C:23]2[CH:28]=[CH:27][CH:26]=[CH:25][CH:24]=2)[CH:21]=[CH:20][CH:19]=[CH:18][CH:17]=1.C(OCC)C. The catalyst is CN(C=O)C. The product is [I-:1].[NH:2]1[C:10]2[C:5](=[CH:6][CH:7]=[CH:8][CH:9]=2)[C:4]([CH2:11][P+:22]([C:23]2[CH:24]=[CH:25][CH:26]=[CH:27][CH:28]=2)([C:29]2[CH:34]=[CH:33][CH:32]=[CH:31][CH:30]=2)[C:16]2[CH:17]=[CH:18][CH:19]=[CH:20][CH:21]=2)=[N:3]1. The yield is 0.920. (3) The reactants are [N+:1]([C:4]1[C:5]([O:19][CH3:20])=[C:6]([C:11]2[S:15][C:14]([C:16]([OH:18])=[O:17])=[CH:13][CH:12]=2)[CH:7]=[C:8]([CH3:10])[CH:9]=1)([O-])=O.C([O-])=O.[NH4+]. The catalyst is C(OCC)(=O)C.[Pd]. The product is [NH2:1][C:4]1[C:5]([O:19][CH3:20])=[C:6]([C:11]2[S:15][C:14]([C:16]([OH:18])=[O:17])=[CH:13][CH:12]=2)[CH:7]=[C:8]([CH3:10])[CH:9]=1. The yield is 0.990.